From a dataset of Catalyst prediction with 721,799 reactions and 888 catalyst types from USPTO. Predict which catalyst facilitates the given reaction. (1) Reactant: [F:1][C:2]1[CH:7]=[CH:6][CH:5]=[C:4]([F:8])[C:3]=1[C:9]1[O:10][C:11]([NH:16][C:17]2[CH:22]=[CH:21][C:20]([N:23]3[CH2:28][CH2:27][O:26][CH2:25][CH2:24]3)=[CH:19][CH:18]=2)=[C:12]([C:14]#[N:15])[N:13]=1.C(=O)(O)[O-:30].[Na+]. Product: [F:1][C:2]1[CH:7]=[CH:6][CH:5]=[C:4]([F:8])[C:3]=1[C:9]1[O:10][C:11]([NH:16][C:17]2[CH:18]=[CH:19][C:20]([N:23]3[CH2:24][CH2:25][O:26][CH2:27][CH2:28]3)=[CH:21][CH:22]=2)=[C:12]([C:14]([NH2:15])=[O:30])[N:13]=1. The catalyst class is: 65. (2) Reactant: [CH3:1][O:2][C:3]1[CH:8]=[CH:7][C:6]([C:9]2[CH:14]=[CH:13][N:12]=[CH:11][CH:10]=2)=[C:5]([C:15]2[CH:20]=[CH:19][N:18]=[CH:17][CH:16]=2)[CH:4]=1.C1CCCCC=1. Product: [CH3:1][O:2][C:3]1[CH:8]=[CH:7][C:6]2[C:9]3[C:14](=[CH:13][N:12]=[CH:11][CH:10]=3)[C:16]3[CH:17]=[N:18][CH:19]=[CH:20][C:15]=3[C:5]=2[CH:4]=1. The catalyst class is: 11. (3) Reactant: [CH3:1][Si:2]([CH:5]=[N+:6]=[N-:7])([CH3:4])[CH3:3].C([N-]C(C)C)(C)C.[Li+].[C:16]([O:20][CH3:21])(=[O:19])[C:17]#[CH:18].Cl. Product: [CH3:21][O:20][C:16]([C:17]1[NH:7][N:6]=[C:5]([Si:2]([CH3:4])([CH3:3])[CH3:1])[CH:18]=1)=[O:19]. The catalyst class is: 299. (4) Reactant: [Br:1][C:2]1[CH:3]=[CH:4][CH:5]=[C:6]2[C:10]=1[NH:9]C(=O)[C:7]2=[O:12].[OH2:13].OO.Cl. Product: [NH2:9][C:10]1[C:2]([Br:1])=[CH:3][CH:4]=[CH:5][C:6]=1[C:7]([OH:12])=[O:13]. The catalyst class is: 74. (5) Reactant: [NH:1]([C:8]1[C:18](=[O:19])[C:12]2[N:13]=[C:14]([CH2:16][CH3:17])[O:15][C:11]=2[C:10](=[O:20])[CH:9]=1)[C:2]1[CH:7]=[CH:6][CH:5]=[CH:4][CH:3]=1.[Cl:21]N1C(=O)CCC1=O. Product: [NH:1]([C:8]1[C:18](=[O:19])[C:12]2[N:13]=[C:14]([CH2:16][CH3:17])[O:15][C:11]=2[C:10](=[O:20])[C:9]=1[Cl:21])[C:2]1[CH:7]=[CH:6][CH:5]=[CH:4][CH:3]=1. The catalyst class is: 15. (6) Reactant: [Cl:1][C:2]1[CH:7]=[CH:6][C:5]([C:8]2[C:17]3[C:12](=[CH:13][CH:14]=[CH:15][CH:16]=3)[C:11]([NH:18][C:19]3[CH:24]=[CH:23][C:22]([S:25][C:26]4[C:35]5[C:30](=[CH:31][CH:32]=[C:33]([OH:36])[CH:34]=5)[N:29]=[CH:28][CH:27]=4)=[CH:21][CH:20]=3)=[N:10][N:9]=2)=[CH:4][CH:3]=1.C(=O)([O-])[O-].[K+].[K+].Br[CH2:44][CH2:45][O:46][CH2:47][CH2:48][O:49][CH3:50]. Product: [Cl:1][C:2]1[CH:3]=[CH:4][C:5]([C:8]2[C:17]3[C:12](=[CH:13][CH:14]=[CH:15][CH:16]=3)[C:11]([NH:18][C:19]3[CH:24]=[CH:23][C:22]([S:25][C:26]4[C:35]5[C:30](=[CH:31][CH:32]=[C:33]([O:36][CH2:44][CH2:45][O:46][CH2:47][CH2:48][O:49][CH3:50])[CH:34]=5)[N:29]=[CH:28][CH:27]=4)=[CH:21][CH:20]=3)=[N:10][N:9]=2)=[CH:6][CH:7]=1. The catalyst class is: 3.